From a dataset of Catalyst prediction with 721,799 reactions and 888 catalyst types from USPTO. Predict which catalyst facilitates the given reaction. (1) Reactant: [Si:1]([O:8][C@@H:9]1[C@@H:13]([CH2:14][O:15][Si](C(C)(C)C)(C)C)[CH2:12][C@@H:11]([NH:23][C:24]2[C:29]([C:30]([C:32]3[S:33][C:34]([CH2:37][C:38]4[CH:43]=[CH:42][CH:41]=[C:40]([Cl:44])[CH:39]=4)=[CH:35][CH:36]=3)=[O:31])=[CH:28][N:27]=[CH:26][N:25]=2)[C@H:10]1[F:45])([C:4]([CH3:7])([CH3:6])[CH3:5])([CH3:3])[CH3:2].Cl. Product: [Si:1]([O:8][C@@H:9]1[C@@H:13]([CH2:14][OH:15])[CH2:12][C@@H:11]([NH:23][C:24]2[C:29]([C:30]([C:32]3[S:33][C:34]([CH2:37][C:38]4[CH:43]=[CH:42][CH:41]=[C:40]([Cl:44])[CH:39]=4)=[CH:35][CH:36]=3)=[O:31])=[CH:28][N:27]=[CH:26][N:25]=2)[C@H:10]1[F:45])([C:4]([CH3:7])([CH3:5])[CH3:6])([CH3:2])[CH3:3]. The catalyst class is: 14. (2) The catalyst class is: 15. Product: [Br:16][C:14]1[C:9]([O:8][C:7]2[C:2]([CH3:1])=[N:3][CH:4]=[CH:5][CH:6]=2)=[CH:10][C:11]([NH2:15])=[N:12][CH:13]=1. Reactant: [CH3:1][C:2]1[C:7]([O:8][C:9]2[CH:14]=[CH:13][N:12]=[C:11]([NH2:15])[CH:10]=2)=[CH:6][CH:5]=[CH:4][N:3]=1.[Br:16]Br.C([O-])(=O)C.[NH4+]. (3) Reactant: [Li+].[OH-].[OH:3][C@H:4]([C:21]1[CH:25]=[C:24]([O:26][CH2:27][C:28]2[CH:33]=[CH:32][C:31]([O:34][CH3:35])=[CH:30][CH:29]=2)[N:23]([C:36]2[CH:41]=[CH:40][CH:39]=[CH:38][CH:37]=2)[N:22]=1)[C@H:5]([CH:19]=[CH2:20])[C:6]([NH:8][C@@H:9]([CH2:14][C:15]([O:17]C)=[O:16])[C:10]([O:12]C)=[O:11])=[O:7]. Product: [OH:3][C@H:4]([C:21]1[CH:25]=[C:24]([O:26][CH2:27][C:28]2[CH:33]=[CH:32][C:31]([O:34][CH3:35])=[CH:30][CH:29]=2)[N:23]([C:36]2[CH:41]=[CH:40][CH:39]=[CH:38][CH:37]=2)[N:22]=1)[C@H:5]([CH:19]=[CH2:20])[C:6]([NH:8][C@@H:9]([CH2:14][C:15]([OH:17])=[O:16])[C:10]([OH:12])=[O:11])=[O:7]. The catalyst class is: 20. (4) The catalyst class is: 213. Product: [CH3:46][O:45][C:43]1[CH:42]=[CH:41][C:37]2[N:38]=[CH:39][N:40]=[C:35]([CH2:2][CH2:1][C:3]34[CH2:10][CH2:9][C:6]([NH:11][C:12](=[O:18])[O:13][C:14]([CH3:17])([CH3:16])[CH3:15])([CH2:7][CH2:8]3)[CH2:5][O:4]4)[C:36]=2[N:44]=1. Reactant: [CH:1]([C:3]12[CH2:10][CH2:9][C:6]([NH:11][C:12](=[O:18])[O:13][C:14]([CH3:17])([CH3:16])[CH3:15])([CH2:7][CH2:8]1)[CH2:5][O:4]2)=[CH2:2].B1C2CCCC1CCC2.C(=O)([O-])[O-].[K+].[K+].Cl[C:35]1[C:36]2[N:44]=[C:43]([O:45][CH3:46])[CH:42]=[CH:41][C:37]=2[N:38]=[CH:39][N:40]=1.C(O)(=O)CC(CC(O)=O)(C(O)=O)O. (5) The catalyst class is: 7. Reactant: [H-].[Na+].[CH2:3]([OH:8])/[CH:4]=[CH:5]\[CH2:6][OH:7].[C:9]([Si:13](Cl)([CH3:15])[CH3:14])([CH3:12])([CH3:11])[CH3:10].N1C=CC=CC=1.[C:23](Cl)(=[O:27])[CH:24]([CH3:26])[CH3:25]. Product: [C:9]([Si:13]([CH3:15])([CH3:14])[O:7][CH2:6][CH:5]=[CH:4][CH2:3][O:8][C:23](=[O:27])[CH:24]([CH3:26])[CH3:25])([CH3:12])([CH3:11])[CH3:10]. (6) Reactant: CC1(C)CO[CH:5]([C:8]2[C:9]3[NH:13][C:12]([C:14]([C:46]4[CH:51]=[CH:50][CH:49]=[CH:48][CH:47]=4)=[C:15]4[N:45]=[C:18]([C:19]([C:39]5[CH:44]=[CH:43][CH:42]=[CH:41][CH:40]=5)=[C:20]5[NH:38][C:23](=[C:24]([CH:30]6OCC(C)(C)C[O:31]6)[C:25]6[CH:26]=[CH:27][C:28]=2[N:29]=6)[CH:22]=[CH:21]5)[CH:17]=[CH:16]4)=[CH:11][CH:10]=3)[O:4]C1.C(O)(C(F)(F)F)=O.O. Product: [CH:5]([C:8]1[C:9]2[NH:13][C:12]([C:14]([C:46]3[CH:51]=[CH:50][CH:49]=[CH:48][CH:47]=3)=[C:15]3[N:45]=[C:18]([C:19]([C:39]4[CH:40]=[CH:41][CH:42]=[CH:43][CH:44]=4)=[C:20]4[NH:38][C:23](=[C:24]([CH:30]=[O:31])[C:25]5[CH:26]=[CH:27][C:28]=1[N:29]=5)[CH:22]=[CH:21]4)[CH:17]=[CH:16]3)=[CH:11][CH:10]=2)=[O:4]. The catalyst class is: 2.